This data is from Catalyst prediction with 721,799 reactions and 888 catalyst types from USPTO. The task is: Predict which catalyst facilitates the given reaction. (1) Reactant: [CH3:1][C:2](O)([CH3:11])[CH2:3][C:4]1[CH:9]=[CH:8][C:7]([CH3:10])=[CH:6][CH:5]=1.[C:13](#[N:15])[CH3:14].S(=O)(=O)(O)[OH:17].[OH-].[Na+]. Product: [CH3:1][C:2]([NH:15][C:13](=[O:17])[CH3:14])([CH3:11])[CH2:3][C:4]1[CH:9]=[CH:8][C:7]([CH3:10])=[CH:6][CH:5]=1. The catalyst class is: 86. (2) Reactant: [CH3:1][C:2]1[O:3][C:4]([C:7]2[CH:8]=[CH:9][C:10]3[O:14][CH:13]=[C:12]([C:15]4[CH:20]=[CH:19][C:18]([S:21][CH3:22])=[CH:17][CH:16]=4)[C:11]=3[CH:23]=2)=[N:5][N:6]=1.ClC1C=CC=C(C(OO)=[O:32])C=1. Product: [CH3:1][C:2]1[O:3][C:4]([C:7]2[CH:8]=[CH:9][C:10]3[O:14][CH:13]=[C:12]([C:15]4[CH:16]=[CH:17][C:18]([S:21]([CH3:22])=[O:32])=[CH:19][CH:20]=4)[C:11]=3[CH:23]=2)=[N:5][N:6]=1. The catalyst class is: 4. (3) Reactant: [CH:1](OCC)=[O:2].C[O-].[Na+].[Si:9]([O:16][CH2:17][CH2:18][CH2:19][C:20]1([CH3:33])[CH2:29][C:28](=[O:30])[C:27]2[C:22](=[CH:23][CH:24]=[C:25]([O:31][CH3:32])[CH:26]=2)[O:21]1)([C:12]([CH3:15])([CH3:14])[CH3:13])([CH3:11])[CH3:10]. Product: [Si:9]([O:16][CH2:17][CH2:18][CH2:19][C:20]1([CH3:33])[O:21][C:22]2[C:27]([C:28](=[O:30])/[C:29]/1=[CH:1]/[OH:2])=[CH:26][C:25]([O:31][CH3:32])=[CH:24][CH:23]=2)([C:12]([CH3:14])([CH3:13])[CH3:15])([CH3:10])[CH3:11]. The catalyst class is: 27. (4) Reactant: [N:1]1([C:6]2[CH:34]=[CH:33][C:9]([CH2:10][C:11]3[C:12]([C:31]#[N:32])=[N:13][C:14]4[C:19]([C:20]=3[C:21]#[N:22])=[CH:18][C:17]([C:23]([C:25]3[N:29]([CH3:30])[CH:28]=[N:27][CH:26]=3)=[O:24])=[CH:16][CH:15]=4)=[CH:8][CH:7]=2)[CH:5]=[CH:4][CH:3]=[N:2]1.[Cl:35][C:36]1[CH:41]=[CH:40][C:39]([Mg]Br)=[CH:38][CH:37]=1.[CH2:44]1COCC1. Product: [N:1]1([C:6]2[CH:7]=[CH:8][C:9]([CH2:10][C:11]3[C:12]([C:31]#[N:32])=[N:13][C:14]4[C:19]([C:20]=3[C:21]#[N:22])=[CH:18][C:17]([C:23]([C:39]3[CH:40]=[CH:41][C:36]([Cl:35])=[CH:37][CH:38]=3)([OH:24])[C:25]3[N:29]([CH3:30])[CH:28]=[N:27][CH:26]=3)=[CH:16][C:15]=4[CH3:44])=[CH:33][CH:34]=2)[CH:5]=[CH:4][CH:3]=[N:2]1. The catalyst class is: 27.